Predict the product of the given reaction. From a dataset of Forward reaction prediction with 1.9M reactions from USPTO patents (1976-2016). (1) Given the reactants [F:1][CH:2]([F:14])[N:3]1[CH:7]=[C:6]([C:8]#[C:9][Si](C)(C)C)[CH:5]=[N:4]1.C(=O)([O-])[O-].[K+].[K+], predict the reaction product. The product is: [F:1][CH:2]([F:14])[N:3]1[CH:7]=[C:6]([C:8]#[CH:9])[CH:5]=[N:4]1. (2) Given the reactants [Br:1][C:2]1[CH:3]=[C:4]([C:9]([O:11][CH3:12])=[O:10])[CH:5]=[N:6][C:7]=1Cl.[I:13][Si](C)(C)C.[I-].[Na+], predict the reaction product. The product is: [Br:1][C:2]1[CH:3]=[C:4]([C:9]([O:11][CH3:12])=[O:10])[CH:5]=[N:6][C:7]=1[I:13]. (3) Given the reactants [NH:1]1[CH2:6][CH:5]=[C:4]([C:7]2[C:15]3[C:10](=[CH:11][CH:12]=[CH:13][CH:14]=3)[NH:9][CH:8]=2)[CH2:3][CH2:2]1.[CH3:16][S:17][C:18]1[N:23]([CH3:24])[C:22](=[O:25])[C:21]([CH2:26][CH2:27]Cl)=[C:20]([CH3:29])[N:19]=1.[I-].[K+].C(N(CC)CC)C, predict the reaction product. The product is: [NH:9]1[C:10]2[C:15](=[CH:14][CH:13]=[CH:12][CH:11]=2)[C:7]([C:4]2[CH2:3][CH2:2][N:1]([CH2:27][CH2:26][C:21]3[C:22](=[O:25])[N:23]([CH3:24])[C:18]([S:17][CH3:16])=[N:19][C:20]=3[CH3:29])[CH2:6][CH:5]=2)=[CH:8]1. (4) The product is: [CH3:7][O:8][C:9]1[CH:18]=[C:17]2[C:12]([CH2:13][CH2:14][N:15]([S:1]([Cl:5])(=[O:3])=[O:2])[CH2:16]2)=[CH:11][CH:10]=1. Given the reactants [S:1]([Cl:5])(Cl)(=[O:3])=[O:2].Cl.[CH3:7][O:8][C:9]1[CH:18]=[C:17]2[C:12]([CH2:13][CH2:14][NH:15][CH2:16]2)=[CH:11][CH:10]=1.C(N(CC)CC)C, predict the reaction product.